From a dataset of Full USPTO retrosynthesis dataset with 1.9M reactions from patents (1976-2016). Predict the reactants needed to synthesize the given product. (1) Given the product [O:8]1[CH2:9][CH2:10][CH2:11][CH2:12][CH:7]1[O:6][CH2:5]/[CH:4]=[CH:3]\[CH2:2][CH:14]([C:15]([O:17][CH2:18][CH3:19])=[O:16])[C:13]([O:21][CH2:22][CH3:23])=[O:20], predict the reactants needed to synthesize it. The reactants are: Cl[CH2:2]/[CH:3]=[CH:4]\[CH2:5][O:6][CH:7]1[CH2:12][CH2:11][CH2:10][CH2:9][O:8]1.[C:13]([O:21][CH2:22][CH3:23])(=[O:20])[CH2:14][C:15]([O:17][CH2:18][CH3:19])=[O:16].[H-].[Na+]. (2) Given the product [I:9][C:6]1[CH:7]=[CH:8][C:3]2[N:4]([C:10]([N:11]([CH3:13])[CH3:12])=[N:2][N:1]=2)[N:5]=1, predict the reactants needed to synthesize it. The reactants are: [NH:1]([C:3]1[N:4]=[N:5][C:6]([I:9])=[CH:7][CH:8]=1)[NH2:2].[CH3:10][N:11]([C:13](Cl)=[N+](C)C)[CH3:12].F[P-](F)(F)(F)(F)F. (3) Given the product [CH2:12]([O:6][CH:3]([CH:2]([CH3:7])[CH3:1])[C:4]#[CH:5])[CH:11]=[CH2:10], predict the reactants needed to synthesize it. The reactants are: [CH3:1][CH:2]([CH3:7])[CH:3]([OH:6])[C:4]#[CH:5].[H-].[Na+].[CH2:10](Br)[CH:11]=[CH2:12]. (4) Given the product [C:62]([O:66][C:67](=[O:76])[NH:68][C@@H:69]1[C@H:74]([OH:75])[CH2:73][CH2:72][N:71]([C:24]([C:22]2[CH:21]=[C:20]([O:27][CH3:28])[C:17]3[N:18]([CH3:19])[C:14]([C:6]4[N:5]([CH2:4][CH:1]5[CH2:2][CH2:3]5)[C:9]5=[N:10][CH:11]=[CH:12][CH:13]=[C:8]5[CH:7]=4)=[N:15][C:16]=3[CH:23]=2)=[O:26])[CH2:70]1)([CH3:65])([CH3:63])[CH3:64], predict the reactants needed to synthesize it. The reactants are: [CH:1]1([CH2:4][N:5]2[C:9]3=[N:10][CH:11]=[CH:12][CH:13]=[C:8]3[CH:7]=[C:6]2[C:14]2[N:18]([CH3:19])[C:17]3[C:20]([O:27][CH3:28])=[CH:21][C:22]([C:24]([OH:26])=O)=[CH:23][C:16]=3[N:15]=2)[CH2:3][CH2:2]1.CN(C(ON1N=NC2C=CC=NC1=2)=[N+](C)C)C.F[P-](F)(F)(F)(F)F.CCN(C(C)C)C(C)C.[C:62]([O:66][C:67](=[O:76])[NH:68][C@@H:69]1[C@H:74]([OH:75])[CH2:73][CH2:72][NH:71][CH2:70]1)([CH3:65])([CH3:64])[CH3:63]. (5) Given the product [CH2:12]([N:9]1[CH2:10][CH2:11][C:6]([CH2:19][C:20]2[CH:25]=[CH:24][CH:23]=[CH:22][CH:21]=2)([CH2:4][OH:3])[CH2:7][CH2:8]1)[C:13]1[CH:14]=[CH:15][CH:16]=[CH:17][CH:18]=1, predict the reactants needed to synthesize it. The reactants are: C([O:3][C:4]([C:6]1([CH2:19][C:20]2[CH:25]=[CH:24][CH:23]=[CH:22][CH:21]=2)[CH2:11][CH2:10][N:9]([CH2:12][C:13]2[CH:18]=[CH:17][CH:16]=[CH:15][CH:14]=2)[CH2:8][CH2:7]1)=O)C.[H-].[Al+3].[Li+].[H-].[H-].[H-].